This data is from Forward reaction prediction with 1.9M reactions from USPTO patents (1976-2016). The task is: Predict the product of the given reaction. (1) Given the reactants [C:1]([O:5][C:6](=[O:18])[NH:7][C:8]1[CH:9]=[N:10][C:11]([C:14](=[NH:17])[NH:15][OH:16])=[CH:12][CH:13]=1)([CH3:4])([CH3:3])[CH3:2].[CH3:19][O:20][C:21]1[CH:29]=[CH:28][CH:27]=[C:23]([C:24](O)=O)[C:22]=1[OH:30], predict the reaction product. The product is: [C:1]([O:5][C:6](=[O:18])[NH:7][C:8]1[CH:9]=[N:10][C:11]([C:14]2[N:17]=[C:24]([C:23]3[CH:27]=[CH:28][CH:29]=[C:21]([O:20][CH3:19])[C:22]=3[OH:30])[O:16][N:15]=2)=[CH:12][CH:13]=1)([CH3:4])([CH3:2])[CH3:3]. (2) The product is: [CH2:2]([C:1]1[N:15]([CH2:11][CH2:9][CH3:10])[N:14]=[C:13]([C:16]([O:18][CH2:19][CH3:20])=[O:17])[CH:12]=1)[CH3:3]. Given the reactants [CH2:1](I)[CH2:2][CH3:3].[O-]CC.[Na+].[CH2:9]([C:11]1[NH:15][N:14]=[C:13]([C:16]([O:18][CH2:19][CH3:20])=[O:17])[CH:12]=1)[CH3:10], predict the reaction product. (3) Given the reactants [CH3:1][CH2:2][Mg+].[Br-].[CH3:5][O:6][CH2:7][CH2:8][O:9][C:10]1[CH:15]=[CH:14][C:13]([C@@H:16]([N:18]2[CH2:23][C@@H:22]3[CH2:24][C@H:19]2[CH2:20][N:21]3[CH:25]=[O:26])[CH3:17])=[C:12]([CH3:27])[C:11]=1[CH3:28].[CH3:29][N:30]1[CH2:34][CH2:33][CH2:32][C:31]1=O, predict the reaction product. The product is: [CH2:1]([C:31]1[N:30]=[CH:29][C:34]([C:25]([N:21]2[CH2:20][C@@H:19]3[CH2:24][C@H:22]2[CH2:23][N:18]3[C@H:16]([C:13]2[CH:14]=[CH:15][C:10]([O:9][CH2:8][CH2:7][O:6][CH3:5])=[C:11]([CH3:28])[C:12]=2[CH3:27])[CH3:17])=[O:26])=[CH:33][CH:32]=1)[CH3:2]. (4) Given the reactants C([O:5][C:6](=[O:34])[CH2:7][CH2:8][N:9]([CH:29]1[CH2:33][CH2:32][CH2:31][CH2:30]1)[C:10]1[S:11][CH:12]=[C:13]([C:15](O)([C:22]2[CH:27]=[CH:26][CH:25]=[CH:24][CH:23]=2)[C:16]2[CH:21]=[CH:20][CH:19]=[CH:18][CH:17]=2)[N:14]=1)(C)(C)C.C(O)(C(F)(F)F)=O.[SiH](CC)(CC)CC, predict the reaction product. The product is: [CH:15]([C:13]1[N:14]=[C:10]([N:9]([CH:29]2[CH2:30][CH2:31][CH2:32][CH2:33]2)[CH2:8][CH2:7][C:6]([OH:34])=[O:5])[S:11][CH:12]=1)([C:22]1[CH:27]=[CH:26][CH:25]=[CH:24][CH:23]=1)[C:16]1[CH:21]=[CH:20][CH:19]=[CH:18][CH:17]=1. (5) Given the reactants [Li+].[C:2]([C:6]1[CH:11]=[CH:10][C:9]([S:12]([O-:14])=[O:13])=[CH:8][CH:7]=1)([CH3:5])([CH3:4])[CH3:3].Br[CH:16]([CH2:20]Br)[C:17]([NH2:19])=[O:18], predict the reaction product. The product is: [C:2]([C:6]1[CH:11]=[CH:10][C:9]([S:12](/[CH:20]=[CH:16]/[C:17]([NH2:19])=[O:18])(=[O:14])=[O:13])=[CH:8][CH:7]=1)([CH3:5])([CH3:3])[CH3:4]. (6) Given the reactants Cl.[C:2]([C:6]1[O:10][N:9]=[C:8]([NH:11][C:12](=[O:36])[NH:13][C:14]2[CH:19]=[CH:18][C:17]([NH:20][C:21](=[O:35])[C:22]3[CH:27]=[CH:26][C:25]([O:28][CH2:29][C@@H:30]4[CH2:34][CH2:33][NH:32][CH2:31]4)=[CH:24][N:23]=3)=[CH:16][CH:15]=2)[CH:7]=1)([CH3:5])([CH3:4])[CH3:3].Cl.F[CH2:39][C:40](C1ON=C(NC(=O)NC2C=CC(NC(=O)C3C=CC(OC4CCNCC4)=CN=3)=CC=2)C=1)(C)[CH2:41]F, predict the reaction product. The product is: [C:2]([C:6]1[O:10][N:9]=[C:8]([NH:11][C:12](=[O:36])[NH:13][C:14]2[CH:15]=[CH:16][C:17]([NH:20][C:21](=[O:35])[C:22]3[CH:27]=[CH:26][C:25]([O:28][CH2:29][C@@H:30]4[CH2:34][CH2:33][N:32]([CH:40]([CH3:41])[CH3:39])[CH2:31]4)=[CH:24][N:23]=3)=[CH:18][CH:19]=2)[CH:7]=1)([CH3:5])([CH3:3])[CH3:4]. (7) Given the reactants [NH2:1][CH2:2][C:3]1[C:8]([CH3:9])=[N:7][C:6]2[N:10]([CH2:13][CH3:14])[N:11]=[CH:12][C:5]=2[C:4]=1[NH:15][CH:16]1[CH2:21][CH2:20][O:19][CH2:18][CH2:17]1.Cl[CH2:23][CH2:24][CH2:25][CH2:26][C:27](Cl)=[O:28], predict the reaction product. The product is: [CH2:13]([N:10]1[C:6]2=[N:7][C:8]([CH3:9])=[C:3]([CH2:2][N:1]3[CH2:23][CH2:24][CH2:25][CH2:26][C:27]3=[O:28])[C:4]([NH:15][CH:16]3[CH2:17][CH2:18][O:19][CH2:20][CH2:21]3)=[C:5]2[CH:12]=[N:11]1)[CH3:14].